The task is: Regression/Classification. Given a drug SMILES string, predict its absorption, distribution, metabolism, or excretion properties. Task type varies by dataset: regression for continuous measurements (e.g., permeability, clearance, half-life) or binary classification for categorical outcomes (e.g., BBB penetration, CYP inhibition). Dataset: hlm.. This data is from Human liver microsome stability data. (1) The drug is CS(=O)(=O)Nc1ccc2c(c1)S(=O)(=O)NC(C1=C(O)[C@H]3CCC[C@H]3N(CC3CC3)C1=O)=N2. The result is 0 (unstable in human liver microsomes). (2) The result is 0 (unstable in human liver microsomes). The molecule is COc1cc2c(NC3CCN(C(C)C)CC3)cc(-c3ccc(C)o3)nc2cc1OCCCN1CCCC1. (3) The compound is CC(C)[C@H](NS(=O)(=O)c1ccc2c(c1)sc1cc(NC(=O)OCCS(C)(=O)=O)ccc12)C(=O)O. The result is 0 (unstable in human liver microsomes). (4) The result is 0 (unstable in human liver microsomes). The compound is CO[C@@H]1COCC[C@@H]1N[C@@H]1CC[C@@](C(=O)N2C[C@@H]3C[C@H]2CN3C(=O)C(C)(C)C)(C(C)C)C1. (5) The compound is Cn1c(=O)cc(N2CCC[C@@H](N)C2)n(Cc2cc(Cl)ccc2Cl)c1=O. The result is 0 (unstable in human liver microsomes). (6) The molecule is N#Cc1ccccc1Cn1c(N2CCC[C@@H](N)C2)nc2cc(N3CCOCC3)c(F)cc2c1=O. The result is 0 (unstable in human liver microsomes). (7) The compound is Nc1ncccc1-c1cc(Cc2ccc(OCc3ccncc3)cc2)no1. The result is 1 (stable in human liver microsomes). (8) The drug is CN1CCC2(CC1)CNC(=O)c1cc(-c3ccnc(-c4cc5ccccc5o4)n3)[nH]c12. The result is 0 (unstable in human liver microsomes). (9) The compound is COc1cc(-c2nccc3[nH]c(-c4cccc5[nH]ccc45)nc23)cc(OC)c1OC. The result is 0 (unstable in human liver microsomes). (10) The compound is CNC(=O)CC[C@@H](C)[C@H]1CC[C@H]2[C@@H]3[C@H](OC(C)=O)C[C@@H]4CC5(CC[C@]4(C)[C@H]3C[C@H](OC(C)=O)[C@]12C)OOC(C)(C)OO5. The result is 0 (unstable in human liver microsomes).